Dataset: Forward reaction prediction with 1.9M reactions from USPTO patents (1976-2016). Task: Predict the product of the given reaction. (1) Given the reactants [CH3:1][O:2][C:3]1[CH:4]=[C:5]([CH2:9][C:10]([CH:12]2[C:17](=O)[CH2:16][CH2:15][N:14]([C:19]([O:21][C:22]([CH3:25])([CH3:24])[CH3:23])=[O:20])[CH2:13]2)=O)[CH:6]=[CH:7][CH:8]=1.[CH3:26][C:27]1[N:28]([C:32]2[CH:37]=[CH:36][C:35]([NH:38][C:39]([NH2:41])=[NH:40])=[CH:34][CH:33]=2)[CH:29]=[CH:30][N:31]=1, predict the reaction product. The product is: [CH3:1][O:2][C:3]1[CH:4]=[C:5]([CH:6]=[CH:7][CH:8]=1)[CH2:9][C:10]1[C:12]2[CH2:13][N:14]([C:19]([O:21][C:22]([CH3:25])([CH3:24])[CH3:23])=[O:20])[CH2:15][CH2:16][C:17]=2[N:41]=[C:39]([NH:38][C:35]2[CH:36]=[CH:37][C:32]([N:28]3[CH:29]=[CH:30][N:31]=[C:27]3[CH3:26])=[CH:33][CH:34]=2)[N:40]=1. (2) Given the reactants [C:1]1([C:7]2[N:11]=[C:10]([N:12]3[CH2:17][CH2:16][NH:15][CH2:14][CH2:13]3)[S:9][N:8]=2)[CH:6]=[CH:5][CH:4]=[CH:3][CH:2]=1.C(N(CC)CC)C.[C:25]1([CH3:34])[CH:30]=[CH:29][C:28]([N:31]=[C:32]=[O:33])=[CH:27][CH:26]=1, predict the reaction product. The product is: [CH3:34][C:25]1[CH:30]=[CH:29][C:28]([NH:31][C:32]([N:15]2[CH2:16][CH2:17][N:12]([C:10]3[S:9][N:8]=[C:7]([C:1]4[CH:2]=[CH:3][CH:4]=[CH:5][CH:6]=4)[N:11]=3)[CH2:13][CH2:14]2)=[O:33])=[CH:27][CH:26]=1. (3) Given the reactants [H-].[H-].[H-].[H-].[Li+].[Al+3].C[Si](C)(C)[O:9][C:10]1([C:25]#[N:26])[C:16]2[CH:17]=[CH:18][CH:19]=[CH:20][C:15]=2[S:14][C:13]2[CH:21]=[CH:22][CH:23]=[CH:24][C:12]=2[CH2:11]1, predict the reaction product. The product is: [NH2:26][CH2:25][C:10]1([OH:9])[C:16]2[CH:17]=[CH:18][CH:19]=[CH:20][C:15]=2[S:14][C:13]2[CH:21]=[CH:22][CH:23]=[CH:24][C:12]=2[CH2:11]1. (4) Given the reactants [OH:1][C:2]1[CH:10]=[CH:9][C:5]([C:6]([OH:8])=[O:7])=[CH:4][CH:3]=1.[OH-].[Na+].Cl[CH2:14][CH2:15][CH2:16][CH2:17][CH2:18][CH2:19][CH2:20][CH2:21][CH2:22][OH:23].[I-].[K+].Cl, predict the reaction product. The product is: [OH:23][CH2:22][CH2:21][CH2:20][CH2:19][CH2:18][CH2:17][CH2:16][CH2:15][CH2:14][O:1][C:2]1[CH:10]=[CH:9][C:5]([C:6]([OH:8])=[O:7])=[CH:4][CH:3]=1. (5) Given the reactants [CH3:1][C:2]1([CH3:20])[C:6]([CH3:8])([CH3:7])[O:5][B:4]([C:9]2[CH:14]=[CH:13][C:12]([CH:15]([CH2:18][CH3:19])[C:16]#[N:17])=[CH:11][CH:10]=2)[O:3]1.B.C1COCC1, predict the reaction product. The product is: [CH3:7][C:6]1([CH3:8])[C:2]([CH3:1])([CH3:20])[O:3][B:4]([C:9]2[CH:14]=[CH:13][C:12]([CH:15]([CH2:18][CH3:19])[CH2:16][NH2:17])=[CH:11][CH:10]=2)[O:5]1.